This data is from Forward reaction prediction with 1.9M reactions from USPTO patents (1976-2016). The task is: Predict the product of the given reaction. (1) Given the reactants [O:1]1[CH:5]=[CH:4][CH:3]=[C:2]1[CH2:6][N:7]1[C:11]2=[N:12][CH:13]=[CH:14][CH:15]=[C:10]2[C:9]([CH:16]2[CH2:21][CH2:20][NH:19][CH2:18][CH2:17]2)=[CH:8]1.C[O:23][C:24](=[O:37])[C:25]1[CH:30]=[CH:29][C:28]([O:31][CH3:32])=[CH:27][C:26]=1[O:33][CH2:34][CH2:35]Cl, predict the reaction product. The product is: [O:1]1[CH:5]=[CH:4][CH:3]=[C:2]1[CH2:6][N:7]1[C:11]2=[N:12][CH:13]=[CH:14][CH:15]=[C:10]2[C:9]([CH:16]2[CH2:21][CH2:20][N:19]([CH2:35][CH2:34][O:33][C:26]3[CH:27]=[C:28]([O:31][CH3:32])[CH:29]=[CH:30][C:25]=3[C:24]([OH:37])=[O:23])[CH2:18][CH2:17]2)=[CH:8]1. (2) Given the reactants [CH3:1][O:2][C:3]([C:5]1([C:8]2[CH:13]=[CH:12][CH:11]=[CH:10][C:9]=2[C:14]#[C:15][C:16]2[C:21]([C:22]([F:25])([F:24])[F:23])=[CH:20][N:19]=[C:18]([NH:26][C:27]3[CH:32]=[CH:31][C:30]([CH:33]4[CH2:38][CH2:37][N:36]([C:39]([O:41][C:42]([CH3:45])([CH3:44])[CH3:43])=[O:40])[CH2:35][CH2:34]4)=[CH:29][CH:28]=3)[N:17]=2)[CH2:7][CH2:6]1)=[O:4].CCN(CC)CC, predict the reaction product. The product is: [CH3:1][O:2][C:3]([C:5]1([C:8]2[CH:13]=[CH:12][CH:11]=[CH:10][C:9]=2[CH2:14][CH2:15][C:16]2[C:21]([C:22]([F:23])([F:25])[F:24])=[CH:20][N:19]=[C:18]([NH:26][C:27]3[CH:32]=[CH:31][C:30]([CH:33]4[CH2:34][CH2:35][N:36]([C:39]([O:41][C:42]([CH3:44])([CH3:45])[CH3:43])=[O:40])[CH2:37][CH2:38]4)=[CH:29][CH:28]=3)[N:17]=2)[CH2:7][CH2:6]1)=[O:4]. (3) Given the reactants [Br:1][CH2:2][C:3]1[CH:8]=[CH:7][C:6]([O:9][CH3:10])=[C:5]([C:11]([F:14])([F:13])[F:12])[CH:4]=1.[C:15]1([P:21]([C:28]2[CH:33]=[CH:32][CH:31]=[CH:30][CH:29]=2)[C:22]2[CH:27]=[CH:26][CH:25]=[CH:24][CH:23]=2)[CH:20]=[CH:19][CH:18]=[CH:17][CH:16]=1, predict the reaction product. The product is: [Br-:1].[CH3:10][O:9][C:6]1[CH:7]=[CH:8][C:3]([CH2:2][P+:21]([C:22]2[CH:23]=[CH:24][CH:25]=[CH:26][CH:27]=2)([C:28]2[CH:33]=[CH:32][CH:31]=[CH:30][CH:29]=2)[C:15]2[CH:16]=[CH:17][CH:18]=[CH:19][CH:20]=2)=[CH:4][C:5]=1[C:11]([F:14])([F:13])[F:12]. (4) The product is: [O:25]=[C:16]1[C:15](=[O:26])[C:14]2[CH:13]=[CH:12][C:11]([C:9]([NH:8][CH2:7][C:6]([OH:27])=[O:5])=[O:10])=[CH:24][C:23]=2[C:22]2[C:17]1=[CH:18][CH:19]=[CH:20][CH:21]=2. Given the reactants C([O:5][C:6](=[O:27])[CH2:7][NH:8][C:9]([C:11]1[CH:12]=[CH:13][C:14]2[C:15](=[O:26])[C:16](=[O:25])[C:17]3[C:22]([C:23]=2[CH:24]=1)=[CH:21][CH:20]=[CH:19][CH:18]=3)=[O:10])(C)(C)C.C(O)(C(F)(F)F)=O, predict the reaction product.